From a dataset of Forward reaction prediction with 1.9M reactions from USPTO patents (1976-2016). Predict the product of the given reaction. Given the reactants [C:1]([C@@](C(O)=O)(O)[C@@](C(=O)C1C=CC=CC=1)(O)C(O)=O)(=[O:8])[C:2]1[CH:7]=[CH:6][CH:5]=[CH:4][CH:3]=1.[NH2:27][C@@:28]1([C:56]2[CH:61]=[CH:60][CH:59]=[C:58]([F:62])[C:57]=2[F:63])[CH2:32][O:31][C@H:30]([CH2:33][O:34][C:35]([C:48]2[CH:53]=[CH:52][CH:51]=[CH:50][CH:49]=2)([C:42]2[CH:47]=[CH:46][CH:45]=[CH:44][CH:43]=2)[C:36]2[CH:41]=[CH:40][CH:39]=[CH:38][CH:37]=2)[C@H:29]1[CH2:54][OH:55].[OH-].[Na+].C([N:73]=[C:74]=[S:75])C1C=CC=CC=1, predict the reaction product. The product is: [F:63][C:57]1[C:58]([F:62])=[CH:59][CH:60]=[CH:61][C:56]=1[C@@:28]1([NH:27][C:74]([NH:73][C:1](=[O:8])[C:2]2[CH:7]=[CH:6][CH:5]=[CH:4][CH:3]=2)=[S:75])[C@H:29]([CH2:54][OH:55])[C@@H:30]([CH2:33][O:34][C:35]([C:42]2[CH:47]=[CH:46][CH:45]=[CH:44][CH:43]=2)([C:48]2[CH:49]=[CH:50][CH:51]=[CH:52][CH:53]=2)[C:36]2[CH:37]=[CH:38][CH:39]=[CH:40][CH:41]=2)[O:31][CH2:32]1.